This data is from Catalyst prediction with 721,799 reactions and 888 catalyst types from USPTO. The task is: Predict which catalyst facilitates the given reaction. (1) Reactant: [CH3:1][O:2][C:3]1[CH:8]=[CH:7][C:6]([SH:9])=[CH:5][CH:4]=1.C(N(CC)CC)C.Br[CH2:18][CH2:19][C:20]1[CH:25]=[CH:24][CH:23]=[CH:22][CH:21]=1.O. Product: [CH3:1][O:2][C:3]1[CH:8]=[CH:7][C:6]([S:9][CH2:18][CH2:19][C:20]2[CH:25]=[CH:24][CH:23]=[CH:22][CH:21]=2)=[CH:5][CH:4]=1. The catalyst class is: 3. (2) Reactant: [CH2:1]([O:4][C:5]1[CH:6]=[C:7]([CH:10]=[CH:11][C:12]=1[O:13][CH3:14])[CH:8]=[O:9])[CH2:2][CH3:3].[BH4-].[Na+]. Product: [CH2:1]([O:4][C:5]1[CH:6]=[C:7]([CH:10]=[CH:11][C:12]=1[O:13][CH3:14])[CH2:8][OH:9])[CH2:2][CH3:3]. The catalyst class is: 14. (3) Reactant: Cl[C:2]1[CH:7]=[CH:6][C:5]([Cl:8])=[CH:4][N:3]=1.[CH:9]([Mg]Cl)([CH3:11])[CH3:10]. Product: [Cl:8][C:5]1[CH:6]=[CH:7][C:2]([CH:9]([CH3:11])[CH3:10])=[N:3][CH:4]=1. The catalyst class is: 1. (4) Product: [CH2:23]([O:22][C:19]1[C:18]2[C:13](=[CH:14][CH:15]=[C:16]([F:30])[CH:17]=2)[CH:12]=[C:11]([CH2:9][OH:8])[C:20]=1[CH3:21])[C:24]1[CH:25]=[CH:26][CH:27]=[CH:28][CH:29]=1. Reactant: [H-].[Al+3].[Li+].[H-].[H-].[H-].C[O:8][C:9]([C:11]1[C:20]([CH3:21])=[C:19]([O:22][CH2:23][C:24]2[CH:29]=[CH:28][CH:27]=[CH:26][CH:25]=2)[C:18]2[C:13](=[CH:14][CH:15]=[C:16]([F:30])[CH:17]=2)[CH:12]=1)=O.O.[OH-].[Na+]. The catalyst class is: 7. (5) Reactant: [Na].C(=O)(O)[O-].[Na+].[CH3:7][CH2:8][C@@:9]1([OH:37])[C:14](=[O:15])[O:13][CH2:12][C:11]2[C:16]([N:18]3[C:35](=[CH:36][C:10]1=2)[C:34]1[N:33]=[C:23]2[CH:24]=[CH:25][C:26]([OH:32])=[C:27]([CH2:28][N:29]([CH3:31])[CH3:30])[C:22]2=[CH:21][C:20]=1[CH2:19]3)=[O:17].Cl.CC#N. Product: [CH3:7][CH2:8][C@@:9]1([OH:37])[C:14](=[O:15])[O:13][CH2:12][C:11]2[C:16]([N:18]3[C:35](=[CH:36][C:10]1=2)[C:34]1[N:33]=[C:23]2[CH:24]=[CH:25][C:26]([OH:32])=[C:27]([CH2:28][N:29]([CH3:30])[CH3:31])[C:22]2=[CH:21][C:20]=1[CH2:19]3)=[O:17]. The catalyst class is: 100. (6) Reactant: [CH3:1][N:2]1[CH:7]2[CH2:8][CH2:9][CH:3]1[CH2:4][CH:5]([S:10][C:11]1[CH:16]=[CH:15][C:14]([NH2:17])=[CH:13][CH:12]=1)[CH2:6]2.[C:18]([C:21]1[N:22]=[CH:23][S:24][CH:25]=1)(O)=[O:19].ON1C2C=CC=CC=2N=N1.N=C=N. Product: [CH3:1][N:2]1[CH:3]2[CH2:9][CH2:8][CH:7]1[CH2:6][CH:5]([S:10][C:11]1[CH:12]=[CH:13][C:14]([NH:17][C:18]([C:21]3[N:22]=[CH:23][S:24][CH:25]=3)=[O:19])=[CH:15][CH:16]=1)[CH2:4]2. The catalyst class is: 3. (7) Reactant: [N:1]1[CH:6]=[C:5]([C@@H:7]2[CH2:12][CH2:11][CH2:10][N:8]2[CH3:9])[CH:4]=[CH:3][CH:2]=1.[Br:13][CH2:14][CH2:15]/[CH:16]=[CH:17]/[CH2:18][CH2:19][CH2:20][CH3:21]. Product: [BrH:13].[Br-:13].[CH3:9][N:8]1[CH2:10][CH2:11][CH2:12][C@H:7]1[C:5]1[CH:6]=[N+:1]([CH2:14][CH2:15]/[CH:16]=[CH:17]/[CH2:18][CH2:19][CH2:20][CH3:21])[CH:2]=[CH:3][CH:4]=1. The catalyst class is: 52. (8) Reactant: C(O[BH-](OC(=O)C)OC(=O)C)(=O)C.[Na+].[F:15][C:16]([F:31])([F:30])[C:17]1[O:21][N:20]=[C:19]([C:22]2[CH:23]=[C:24]([CH:27]=[CH:28][CH:29]=2)[CH:25]=O)[N:18]=1.[C:32]1([C:38]2[N:39]=[C:40]([C:43]3([CH2:49][NH2:50])[CH2:48][CH2:47][O:46][CH2:45][CH2:44]3)[S:41][CH:42]=2)[CH:37]=[CH:36][CH:35]=[CH:34][CH:33]=1. Product: [C:32]1([C:38]2[N:39]=[C:40]([C:43]3([CH2:49][NH:50][CH2:25][C:24]4[CH:27]=[CH:28][CH:29]=[C:22]([C:19]5[N:18]=[C:17]([C:16]([F:31])([F:30])[F:15])[O:21][N:20]=5)[CH:23]=4)[CH2:44][CH2:45][O:46][CH2:47][CH2:48]3)[S:41][CH:42]=2)[CH:33]=[CH:34][CH:35]=[CH:36][CH:37]=1. The catalyst class is: 68.